From a dataset of Full USPTO retrosynthesis dataset with 1.9M reactions from patents (1976-2016). Predict the reactants needed to synthesize the given product. (1) The reactants are: [H-].[H-].[H-].[H-].[Li+].[Al+3].[CH2:7]([N:14]1[CH2:19][CH2:18][N:17]([C:20]2[N:30]=[CH:29][CH:28]=[CH:27][C:21]=2[C:22](OCC)=[O:23])[CH2:16][CH2:15]1)[C:8]1[CH:13]=[CH:12][CH:11]=[CH:10][CH:9]=1.[OH-].[K+]. Given the product [CH2:7]([N:14]1[CH2:15][CH2:16][N:17]([C:20]2[C:21]([CH2:22][OH:23])=[CH:27][CH:28]=[CH:29][N:30]=2)[CH2:18][CH2:19]1)[C:8]1[CH:9]=[CH:10][CH:11]=[CH:12][CH:13]=1, predict the reactants needed to synthesize it. (2) Given the product [CH:33]1[C:32]([O:35][CH2:36][C:37]([F:38])([F:39])[F:40])=[CH:31][C:22]([C:23]([NH:8][CH2:9][CH:10]2[NH:11][CH2:12][CH2:13][CH2:14][CH2:15]2)=[O:24])=[C:21]([O:20][CH2:19][C:18]([F:17])([F:41])[F:42])[CH:34]=1, predict the reactants needed to synthesize it. The reactants are: C1(C)C=CC=CC=1.[NH2:8][CH2:9][CH:10]1[CH2:15][CH2:14][CH2:13][CH2:12][NH:11]1.O.[F:17][C:18]([F:42])([F:41])[CH2:19][O:20][C:21]1[CH:34]=[CH:33][C:32]([O:35][CH2:36][C:37]([F:40])([F:39])[F:38])=[CH:31][C:22]=1[C:23](OCC(F)(F)F)=[O:24]. (3) Given the product [OH:1][C:2]1([CH3:27])[CH:8]2[CH2:9][CH:5]([CH2:6][CH:7]2[C:10]2[NH:18][C:17]3[C:16](=[O:19])[N:15]([CH2:20][CH2:21][CH3:22])[C:14](=[O:23])[N:13]([CH2:24][CH2:25][CH3:26])[C:12]=3[N:11]=2)[CH2:4][CH2:3]1, predict the reactants needed to synthesize it. The reactants are: [O:1]=[C:2]1[CH:8]2[CH2:9][CH:5]([CH2:6][CH:7]2[C:10]2[NH:18][C:17]3[C:16](=[O:19])[N:15]([CH2:20][CH2:21][CH3:22])[C:14](=[O:23])[N:13]([CH2:24][CH2:25][CH3:26])[C:12]=3[N:11]=2)[CH2:4][CH2:3]1.[CH3:27][Mg+].[Br-]. (4) Given the product [Cl:18][C:19]1[O:23][C:22]([CH2:24][NH:16][C:14]([CH3:17])([CH3:15])[CH2:13][O:12][C:3]2[CH:4]=[CH:5][C:6]3[C:11](=[CH:10][CH:9]=[CH:8][CH:7]=3)[C:2]=2[Cl:1])=[CH:21][CH:20]=1, predict the reactants needed to synthesize it. The reactants are: [Cl:1][C:2]1[C:11]2[C:6](=[CH:7][CH:8]=[CH:9][CH:10]=2)[CH:5]=[CH:4][C:3]=1[O:12][CH2:13][C:14]([CH3:17])([NH2:16])[CH3:15].[Cl:18][C:19]1[O:23][C:22]([CH:24]=O)=[CH:21][CH:20]=1. (5) Given the product [O:14]1[C:5]2[C:6]3[C:11]([C:2]([B:15]([OH:19])[OH:16])=[CH:3][CH:4]=2)=[N:10][CH:9]=[CH:8][C:7]=3[CH2:12][CH2:13]1, predict the reactants needed to synthesize it. The reactants are: Br[C:2]1[C:11]2[C:6]3=[C:7]([CH2:12][CH2:13][O:14][C:5]3=[CH:4][CH:3]=1)[CH:8]=[CH:9][N:10]=2.[B:15]1(B2OC(C)(C)C(C)(C)O2)[O:19]C(C)(C)C(C)(C)[O:16]1.C([O-])(=O)C.[K+]. (6) Given the product [CH2:17]([O:16][C:14]([NH:13][CH:8]([CH2:7][C:6]([O:5][C:1]([CH3:4])([CH3:3])[CH3:2])=[O:24])[C:9](=[O:12])[CH2:10][O:30][C:28](=[O:29])[C:27]1[C:31]([CH3:35])=[CH:32][CH:33]=[CH:34][C:26]=1[CH3:25])=[O:15])[C:18]1[CH:23]=[CH:22][CH:21]=[CH:20][CH:19]=1, predict the reactants needed to synthesize it. The reactants are: [C:1]([O:5][C:6](=[O:24])[CH2:7][CH:8]([NH:13][C:14]([O:16][CH2:17][C:18]1[CH:23]=[CH:22][CH:21]=[CH:20][CH:19]=1)=[O:15])[C:9](=[O:12])[CH2:10]Br)([CH3:4])([CH3:3])[CH3:2].[CH3:25][C:26]1[CH:34]=[CH:33][CH:32]=[C:31]([CH3:35])[C:27]=1[C:28]([OH:30])=[O:29].[F-].[K+]. (7) The reactants are: [Br:1][C:2]1[C:7]([CH:8]=O)=[CH:6][C:5]([Cl:10])=[N:4][CH:3]=1.O.[C:12]([NH2:16])([CH3:15])([CH3:14])[CH3:13]. Given the product [Br:1][C:2]1[C:7]([CH:8]=[N:16][C:12]([CH3:15])([CH3:14])[CH3:13])=[CH:6][C:5]([Cl:10])=[N:4][CH:3]=1, predict the reactants needed to synthesize it.